From a dataset of Catalyst prediction with 721,799 reactions and 888 catalyst types from USPTO. Predict which catalyst facilitates the given reaction. Reactant: [C:1]([O:5][C:6]([N:8]1[CH2:13][CH2:12][NH:11][CH2:10][CH2:9]1)=[O:7])([CH3:4])([CH3:3])[CH3:2].N1C=CC=CC=1.[O:20](C(C(F)(F)F)=O)[C:21]([C:23]([F:26])([F:25])[F:24])=O.Cl. Product: [C:1]([O:5][C:6]([N:8]1[CH2:13][CH2:12][N:11]([C:21](=[O:20])[C:23]([F:26])([F:25])[F:24])[CH2:10][CH2:9]1)=[O:7])([CH3:4])([CH3:2])[CH3:3]. The catalyst class is: 2.